This data is from Peptide-MHC class II binding affinity with 134,281 pairs from IEDB. The task is: Regression. Given a peptide amino acid sequence and an MHC pseudo amino acid sequence, predict their binding affinity value. This is MHC class II binding data. The peptide sequence is NFGKRELKCGDGIFI. The MHC is DRB3_0101 with pseudo-sequence DRB3_0101. The binding affinity (normalized) is 0.